This data is from Catalyst prediction with 721,799 reactions and 888 catalyst types from USPTO. The task is: Predict which catalyst facilitates the given reaction. (1) Reactant: C([O:8][C:9](=[O:16])[CH2:10][N:11]1[CH:15]=[CH:14][N:13]=[N:12]1)C1C=CC=CC=1. Product: [N:11]1([CH2:10][C:9]([OH:16])=[O:8])[CH:15]=[CH:14][N:13]=[N:12]1. The catalyst class is: 5. (2) Reactant: C(O[C:4]([C:6]1[C:10]([CH3:11])=[C:9]([C:12]2[CH:13]=[N:14][C:15]([O:20][CH3:21])=[CH:16][C:17]=2[O:18][CH3:19])[N:8]([CH3:22])[N:7]=1)=[O:5])C.[F:23][C:24]1[CH:29]=[CH:28][CH:27]=[C:26]([F:30])[C:25]=1[NH2:31].C[Al](C)C. Product: [F:23][C:24]1[CH:29]=[CH:28][CH:27]=[C:26]([F:30])[C:25]=1[NH:31][C:4]([C:6]1[C:10]([CH3:11])=[C:9]([C:12]2[CH:13]=[N:14][C:15]([O:20][CH3:21])=[CH:16][C:17]=2[O:18][CH3:19])[N:8]([CH3:22])[N:7]=1)=[O:5]. The catalyst class is: 11. (3) Reactant: FC(F)(F)[C:3]([NH:5][C:6]1[CH:11]=[CH:10][C:9]([C:12]2[S:13][C:14]3[C:19]([N:20]=2)=[CH:18][CH:17]=[C:16]([C:21]2([C:24]4[CH:29]=[CH:28][CH:27]=[CH:26][CH:25]=4)[CH2:23][CH2:22]2)[N:15]=3)=[C:8]([F:30])[CH:7]=1)=O.CI.[CH:35]([N-]C(C)C)(C)C.[Li+]. The catalyst class is: 76. Product: [F:30][C:8]1[CH:7]=[C:6]([CH:11]=[CH:10][C:9]=1[C:12]1[S:13][C:14]2[C:19]([N:20]=1)=[CH:18][CH:17]=[C:16]([C:21]1([C:24]3[CH:29]=[CH:28][CH:27]=[CH:26][CH:25]=3)[CH2:23][CH2:22]1)[N:15]=2)[N:5]([CH3:3])[CH3:35]. (4) Reactant: [C:1]([O:5][C:6]([N:8]1[CH2:13][CH2:12][CH:11]([O:14][C:15]2[CH:20]=[CH:19][C:18]([N+:21]([O-])=O)=[CH:17][C:16]=2[CH3:24])[CH2:10][CH2:9]1)=[O:7])([CH3:4])([CH3:3])[CH3:2]. The catalyst class is: 19. Product: [C:1]([O:5][C:6]([N:8]1[CH2:13][CH2:12][CH:11]([O:14][C:15]2[CH:20]=[CH:19][C:18]([NH2:21])=[CH:17][C:16]=2[CH3:24])[CH2:10][CH2:9]1)=[O:7])([CH3:4])([CH3:3])[CH3:2]. (5) Reactant: Br[CH2:2][C:3]([OH:5])=[O:4].[C:6]12([C:16]3[NH:17][C:18](=[S:21])[NH:19][CH:20]=3)[CH2:15][CH:10]3[CH2:11][CH:12]([CH2:14][CH:8]([CH2:9]3)[CH2:7]1)[CH2:13]2. Product: [C:6]12([C:16]3[N:17]=[C:18]([S:21][CH2:2][C:3]([OH:5])=[O:4])[NH:19][CH:20]=3)[CH2:15][CH:10]3[CH2:11][CH:12]([CH2:14][CH:8]([CH2:9]3)[CH2:7]1)[CH2:13]2. The catalyst class is: 8. (6) Reactant: C[Si](Cl)(C)C.Br[CH2:7][C:8]([O:10][CH2:11][CH3:12])=[O:9].[CH2:13]([O:20][C:21]1[CH:22]=[C:23]([CH:43]=[CH:44][CH:45]=1)[O:24][C:25]1[CH:32]=[C:31]([B:33]2[O:37]C(C)(C)[C:35](C)(C)[O:34]2)[C:28](C=O)=[C:27]([CH3:42])[CH:26]=1)[C:14]1[CH:19]=[CH:18][CH:17]=[CH:16][CH:15]=1. Product: [CH2:11]([O:10][C:8](=[O:9])[CH2:7][CH:35]1[O:34][B:33]([OH:37])[C:31]2[CH:32]=[C:25]([O:24][C:23]3[CH:43]=[CH:44][CH:45]=[C:21]([O:20][CH2:13][C:14]4[CH:15]=[CH:16][CH:17]=[CH:18][CH:19]=4)[CH:22]=3)[CH:26]=[C:27]([CH3:42])[C:28]1=2)[CH3:12]. The catalyst class is: 324. (7) Reactant: [Br:1][C:2]1[CH:7]=[CH:6][C:5]([CH2:8][CH2:9][CH2:10][C:11]([OH:13])=O)=[CH:4][CH:3]=1.C(N1C=CN=C1)(N1C=CN=C1)=O.O.[NH2:27][NH2:28]. Product: [Br:1][C:2]1[CH:7]=[CH:6][C:5]([CH2:8][CH2:9][CH2:10][C:11]([NH:27][NH2:28])=[O:13])=[CH:4][CH:3]=1. The catalyst class is: 1. (8) Reactant: [C:1]1([CH3:11])[CH:6]=[CH:5][C:4]([CH2:7][C:8]([OH:10])=O)=[CH:3][CH:2]=1.[NH2:12][C:13]1[S:14][C:15]([CH3:18])=[CH:16][N:17]=1.Cl.CN(C)CCCN=C=NCC.ON1C2C=CC=CC=2N=N1.C(N(CC)C(C)C)(C)C. Product: [CH3:18][C:15]1[S:14][C:13]([NH:12][C:8](=[O:10])[CH2:7][C:4]2[CH:3]=[CH:2][C:1]([CH3:11])=[CH:6][CH:5]=2)=[N:17][CH:16]=1. The catalyst class is: 4. (9) Reactant: [N:1]([CH:4]([C:6]1[C:7](O)=[C:8]2[N:13]([C:14]=1[C:15]1[CH:20]=[CH:19][CH:18]=[CH:17][CH:16]=1)[CH:12]=[CH:11][CH:10]=[CH:9]2)[CH3:5])=[N+]=[N-].C1C=CC(P(C2C=CC=CC=2)C2C=CC=CC=2)=CC=1.O. Product: [C:15]1([C:14]2[N:13]3[C:8]([CH:9]=[CH:10][CH:11]=[CH:12]3)=[CH:7][C:6]=2[CH:4]([NH2:1])[CH3:5])[CH:16]=[CH:17][CH:18]=[CH:19][CH:20]=1. The catalyst class is: 1. (10) Reactant: Cl.[CH2:2]([NH:9][OH:10])[C:3]1[CH:8]=[CH:7][CH:6]=[CH:5][CH:4]=1.C(N(CC)CC)C.[CH:18]1(/[CH:22]=[CH:23]/[C:24](OCC)=[O:25])[CH2:21][CH2:20][CH2:19]1. Product: [CH2:2]([N:9]1[CH:22]([CH:18]2[CH2:21][CH2:20][CH2:19]2)[CH2:23][C:24](=[O:25])[O:10]1)[C:3]1[CH:8]=[CH:7][CH:6]=[CH:5][CH:4]=1. The catalyst class is: 46.